This data is from Catalyst prediction with 721,799 reactions and 888 catalyst types from USPTO. The task is: Predict which catalyst facilitates the given reaction. (1) Reactant: Br[C:2]1[N:6]([CH:7]([CH3:9])[CH3:8])[C:5]2[CH:10]([C:25]3[CH:30]=[CH:29][C:28]([Cl:31])=[CH:27][CH:26]=3)[N:11]([C:14]3[CH:15]=[C:16]([CH3:24])[C:17]4[N:18]([C:20]([CH3:23])=[N:21][N:22]=4)[CH:19]=3)[C:12](=[O:13])[C:4]=2[N:3]=1.[B-](F)(F)(F)[C:33]1[CH2:38][CH2:37][O:36][CH2:35][CH:34]=1.[K+]. Product: [Cl:31][C:28]1[CH:29]=[CH:30][C:25]([CH:10]2[C:5]3[N:6]([CH:7]([CH3:9])[CH3:8])[C:2]([C:33]4[CH2:38][CH2:37][O:36][CH2:35][CH:34]=4)=[N:3][C:4]=3[C:12](=[O:13])[N:11]2[C:14]2[CH:15]=[C:16]([CH3:24])[C:17]3[N:18]([C:20]([CH3:23])=[N:21][N:22]=3)[CH:19]=2)=[CH:26][CH:27]=1. The catalyst class is: 250. (2) Reactant: [NH2:1][C:2]1[S:3][C:4]2[C:10]([N+:11]([O-:13])=[O:12])=[C:9]([O:14][C:15]3[CH:16]=[C:17]([NH:21][C:22](=[O:34])[C:23]4[CH:28]=[CH:27][CH:26]=[C:25]([C:29]([C:32]#[N:33])([CH3:31])[CH3:30])[CH:24]=4)[CH:18]=[CH:19][CH:20]=3)[CH:8]=[CH:7][C:5]=2[N:6]=1.Cl[CH2:36][C:37](Cl)=[O:38].C(N(CC)CC)C.[CH3:47][N:48]1[CH2:53][CH2:52][NH:51][CH2:50][CH2:49]1. Product: [C:32]([C:29]([C:25]1[CH:24]=[C:23]([CH:28]=[CH:27][CH:26]=1)[C:22]([NH:21][C:17]1[CH:18]=[CH:19][CH:20]=[C:15]([O:14][C:9]2[CH:8]=[CH:7][C:5]3[N:6]=[C:2]([NH:1][C:37](=[O:38])[CH2:36][N:51]4[CH2:52][CH2:53][N:48]([CH3:47])[CH2:49][CH2:50]4)[S:3][C:4]=3[C:10]=2[N+:11]([O-:13])=[O:12])[CH:16]=1)=[O:34])([CH3:30])[CH3:31])#[N:33]. The catalyst class is: 566. (3) Reactant: [Br:1][C:2]1[CH:15]=[C:14]2[C:5]([O:6][C:7]3[CH:8]=[C:9](F)[C:10]([F:17])=[CH:11][C:12]=3[C:13]2=[O:16])=[CH:4][CH:3]=1.[F:19][C:20]([F:24])([F:23])[CH2:21][OH:22].[H-].[Na+].O. Product: [Br:1][C:2]1[CH:15]=[C:14]2[C:5]([O:6][C:7]3[CH:8]=[C:9]([O:22][CH2:21][C:20]([F:24])([F:23])[F:19])[C:10]([F:17])=[CH:11][C:12]=3[C:13]2=[O:16])=[CH:4][CH:3]=1. The catalyst class is: 3. (4) Reactant: [N:1]1[CH:6]=[CH:5][CH:4]=[C:3]([CH2:7][NH2:8])[CH:2]=1.C(N(CC)CC)C.Cl[C:17]([O:19][C:20]1[CH:25]=[CH:24][C:23]([N+:26]([O-:28])=[O:27])=[CH:22][CH:21]=1)=[O:18].O. Product: [N+:26]([C:23]1[CH:22]=[CH:21][C:20]([O:19][C:17](=[O:18])[NH:8][CH2:7][C:3]2[CH:2]=[N:1][CH:6]=[CH:5][CH:4]=2)=[CH:25][CH:24]=1)([O-:28])=[O:27]. The catalyst class is: 27. (5) Reactant: [CH:1]([CH:4]1[C:9](=[O:10])[NH:8][C:7]2[CH:11]=[C:12]([C:19]([F:22])([F:21])[F:20])[CH:13]=[C:14]([C:15]([F:18])([F:17])[F:16])[C:6]=2[O:5]1)([CH3:3])[CH3:2].C(=O)([O-])[O-].[K+].[K+].[C:29]([O:33][CH3:34])(=[O:32])[CH:30]=[CH2:31].C(OCC)(=O)C. Product: [CH3:34][O:33][C:29](=[O:32])[CH2:30][CH2:31][N:8]1[C:7]2[CH:11]=[C:12]([C:19]([F:22])([F:21])[F:20])[CH:13]=[C:14]([C:15]([F:17])([F:16])[F:18])[C:6]=2[O:5][CH:4]([CH:1]([CH3:3])[CH3:2])[C:9]1=[O:10]. The catalyst class is: 35. (6) Reactant: [F:1][C:2]([F:7])([F:6])[C:3]([OH:5])=[O:4].[CH2:8]([O:10][C:11]1[CH:12]=[C:13]([CH:20]([NH:24][C:25]2[CH:30]=[CH:29][C:28]([C:31](=[NH:33])[NH2:32])=[CH:27][CH:26]=2)[C:21](O)=[O:22])[CH:14]=[CH:15][C:16]=1[O:17][CH2:18][CH3:19])[CH3:9].O.ON1C2C=CC=CC=2N=N1.Cl.C(N=C=NCCCN(C)C)C.[N:57]1[CH:62]=[CH:61][CH:60]=[CH:59][C:58]=1[NH:63][NH2:64]. Product: [F:1][C:2]([F:7])([F:6])[C:3]([OH:5])=[O:4].[CH2:8]([O:10][C:11]1[CH:12]=[C:13]([CH:20]([NH:24][C:25]2[CH:26]=[CH:27][C:28]([C:31]([NH2:32])=[NH:33])=[CH:29][CH:30]=2)[C:21]([NH:64][NH:63][C:58]2[CH:59]=[CH:60][CH:61]=[CH:62][N:57]=2)=[O:22])[CH:14]=[CH:15][C:16]=1[O:17][CH2:18][CH3:19])[CH3:9]. The catalyst class is: 9. (7) Reactant: [CH2:1]([N:6]1[C:14]2[C:9](=[N:10][C:11]([C:15]([F:18])([F:17])[F:16])=[CH:12][CH:13]=2)[N:8]=[C:7]1[CH2:19]O)[CH2:2][CH:3]([CH3:5])[CH3:4].[CH:21]1([N:24]2[C:32]3[CH:31]=[CH:30][N:29]=[CH:28][C:27]=3[NH:26][C:25]2=[O:33])[CH2:23][CH2:22]1.C1(P(C2C=CC=CC=2)C2C=CC=CC=2)C=CC=CC=1.N(C([O-])=O)=NC([O-])=O. Product: [CH:21]1([N:24]2[C:32]3[CH:31]=[CH:30][N:29]=[CH:28][C:27]=3[N:26]([CH2:19][C:7]3[N:6]([CH2:1][CH2:2][CH:3]([CH3:4])[CH3:5])[C:14]4[C:9]([N:8]=3)=[N:10][C:11]([C:15]([F:16])([F:17])[F:18])=[CH:12][CH:13]=4)[C:25]2=[O:33])[CH2:23][CH2:22]1. The catalyst class is: 1. (8) Reactant: [CH:1]1[CH:2]=[C:3]([CH2:6][NH:7][C:8]2[C:13]([C:14]([OH:16])=[O:15])=[CH:12][C:11]([S:17]([NH2:20])(=[O:19])=[O:18])=[C:10]([Cl:21])[CH:9]=2)[O:4][CH:5]=1.C(N1C=CN=C1)(N1C=CN=C1)=O.[CH3:34][C:35]([CH3:39])=[CH:36][CH2:37]O.C(C(CCC)[O-])(C)(C)C.[K+]. Product: [NH2:20][S:17]([C:11]1[C:10]([Cl:21])=[CH:9][C:8]([NH:7][CH2:6][C:3]2[O:4][CH:5]=[CH:1][CH:2]=2)=[C:13]([CH:12]=1)[C:14]([O:16][CH2:37][CH:36]=[C:35]([CH3:39])[CH3:34])=[O:15])(=[O:19])=[O:18]. The catalyst class is: 54.